From a dataset of Reaction yield outcomes from USPTO patents with 853,638 reactions. Predict the reaction yield, written as a fraction of the theoretical maximum amount of product (1.0 means a 100% yield; for example, 0.34 means a 34% yield). (1) The reactants are [F:1][C:2]1[C:7]([F:8])=[CH:6][CH:5]=[CH:4][C:3]=1[CH3:9].C([Li])CCC.[CH2:15]1[O:17][CH2:16]1.Cl. No catalyst specified. The product is [F:8][C:7]1[C:2]([F:1])=[C:3]([CH3:9])[CH:4]=[CH:5][C:6]=1[CH2:16][CH2:15][OH:17]. The yield is 0.920. (2) The reactants are Cl[C:2]1[C:11](=[O:12])[C:10]2[C:5](=[CH:6][CH:7]=[CH:8][CH:9]=2)/[C:4](=[N:13]/[S:14]([C:17]2[S:18][CH:19]=[CH:20][CH:21]=2)(=[O:16])=[O:15])/[CH:3]=1.[CH3:22][N:23]1[C:27]([SH:28])=[N:26][N:25]=[N:24]1. The product is [CH3:22][N:23]1[C:27]([S:28][C:2]2[C:11](=[O:12])[C:10]3[C:5](=[CH:6][CH:7]=[CH:8][CH:9]=3)[C:4](=[N:13][S:14]([C:17]3[S:18][CH:19]=[CH:20][CH:21]=3)(=[O:16])=[O:15])[CH:3]=2)=[N:26][N:25]=[N:24]1. The yield is 0.689. The catalyst is C1COCC1. (3) The reactants are C(N(CC)CC)C.Cl[C:9]1[C:18]2[C:13](=[CH:14][CH:15]=[CH:16][N:17]=2)[N:12]=[CH:11][C:10]=1[N+:19]([O-:21])=[O:20].Cl.[NH2:23][CH2:24][C:25]1([OH:31])[CH2:30][CH2:29][CH2:28][CH2:27][CH2:26]1. The catalyst is ClCCl.Cl.NCC1(O)CCCCC1. The product is [N+:19]([C:10]1[CH:11]=[N:12][C:13]2[C:18]([C:9]=1[NH:23][CH2:24][C:25]1([OH:31])[CH2:30][CH2:29][CH2:28][CH2:27][CH2:26]1)=[N:17][CH:16]=[CH:15][CH:14]=2)([O-:21])=[O:20]. The yield is 1.00. (4) The yield is 0.570. The product is [C:43]([O:47][C:48]([N:50]1[C:58]2[C:53](=[CH:54][CH:55]=[C:56]([O:59][CH2:60][CH2:61][O:62][CH2:63][C:64]3[CH:65]=[CH:66][CH:67]=[CH:68][CH:69]=3)[CH:57]=2)[C:52]([NH:70][C:13](=[O:14])[C:12]2[CH:16]=[CH:17][C:9]([N:6]3[CH2:7][CH2:8][N:3]([CH3:2])[CH2:4][CH2:5]3)=[CH:10][CH:11]=2)=[N:51]1)=[O:49])([CH3:46])([CH3:44])[CH3:45]. The catalyst is C1COCC1. The reactants are Cl.[CH3:2][N:3]1[CH2:8][CH2:7][N:6]([C:9]2[CH:17]=[CH:16][C:12]([C:13](Cl)=[O:14])=[CH:11][CH:10]=2)[CH2:5][CH2:4]1.CN1CCN(C2C=CC(C(O)=O)=CC=2)CC1.CCN(C(C)C)C(C)C.[C:43]([O:47][C:48]([N:50]1[C:58]2[C:53](=[CH:54][CH:55]=[C:56]([O:59][CH2:60][CH2:61][O:62][CH2:63][C:64]3[CH:69]=[CH:68][CH:67]=[CH:66][CH:65]=3)[CH:57]=2)[C:52]([NH2:70])=[N:51]1)=[O:49])([CH3:46])([CH3:45])[CH3:44].